The task is: Predict which catalyst facilitates the given reaction.. This data is from Catalyst prediction with 721,799 reactions and 888 catalyst types from USPTO. (1) Reactant: C([S:5][C@H:6]1[C:14]2[C:9](=[CH:10][CH:11]=[CH:12][CH:13]=2)[C@H:8]([N:15]2[C:23](=[O:24])[C:22]3[C:17](=[CH:18][CH:19]=[CH:20][CH:21]=3)[C:16]2=[O:25])[CH2:7]1)(C)(C)C.[N+:26]([C:29]1[CH:34]=[CH:33][CH:32]=[CH:31][C:30]=1[S:35]Cl)([O-:28])=[O:27]. Product: [N+:26]([C:29]1[CH:34]=[CH:33][CH:32]=[CH:31][C:30]=1[S:35][S:5][C@H:6]1[C:14]2[C:9](=[CH:10][CH:11]=[CH:12][CH:13]=2)[C@H:8]([N:15]2[C:23](=[O:24])[C:22]3[C:17](=[CH:18][CH:19]=[CH:20][CH:21]=3)[C:16]2=[O:25])[CH2:7]1)([O-:28])=[O:27]. The catalyst class is: 52. (2) Reactant: Br[C:2]1[N:6]([CH2:7][C:8]([N:10]2[CH2:15][CH2:14][N:13]([C:16]3[CH:21]=[CH:20][CH:19]=[CH:18][N:17]=3)[CH2:12][CH2:11]2)=[O:9])[N:5]=[C:4]([C:22]2[CH:27]=[CH:26][C:25]([F:28])=[CH:24][CH:23]=2)[N:3]=1.C(N(CC)CC)C.[C:36]([C:38]1[CH:43]=[CH:42][CH:41]=[CH:40][CH:39]=1)#[CH:37]. Product: [F:28][C:25]1[CH:26]=[CH:27][C:22]([C:4]2[N:3]=[C:2]([C:37]#[C:36][C:38]3[CH:43]=[CH:42][CH:41]=[CH:40][CH:39]=3)[N:6]([CH2:7][C:8]([N:10]3[CH2:15][CH2:14][N:13]([C:16]4[CH:21]=[CH:20][CH:19]=[CH:18][N:17]=4)[CH2:12][CH2:11]3)=[O:9])[N:5]=2)=[CH:23][CH:24]=1. The catalyst class is: 7. (3) Reactant: [Cl:1][C:2]1[CH:38]=[CH:37][C:5]([CH2:6][N:7]2[C:15]3[C:14](=[O:16])[N:13]([CH2:17][CH:18]([OH:22])[CH2:19][O:20][CH3:21])[C:12](=[O:23])[N:11]([CH3:24])[C:10]=3[N:9]=[C:8]2[O:25][C:26]2[CH:31]=[CH:30][CH:29]=[C:28]([O:32][C:33]([F:36])([F:35])[F:34])[CH:27]=2)=[CH:4][CH:3]=1.C(OC(=O)C)(=O)C. Product: [Cl:1][C:2]1[CH:3]=[CH:4][C:5]([CH2:6][N:7]2[C:15]3[C:14](=[O:16])[N:13]([CH2:17][C:18](=[O:22])[CH2:19][O:20][CH3:21])[C:12](=[O:23])[N:11]([CH3:24])[C:10]=3[N:9]=[C:8]2[O:25][C:26]2[CH:31]=[CH:30][CH:29]=[C:28]([O:32][C:33]([F:36])([F:34])[F:35])[CH:27]=2)=[CH:37][CH:38]=1. The catalyst class is: 16. (4) Reactant: [ClH:1].Cl.[NH:3]1[CH2:7][CH2:6][CH:5]([O:8][NH2:9])[CH2:4]1.[CH3:10][C@:11]12[CH2:28][CH2:27][C@H:26]3[C@@H:16]([CH2:17][C:18](=[O:30])[CH:19]4[C@:24]3([CH3:25])[CH2:23][CH2:22][C:21](=O)[CH2:20]4)[C@@H:15]1[CH2:14][CH2:13][C:12]2=[O:31].O.[Na+].[Cl-]. Product: [ClH:1].[NH:3]1[CH2:7][CH2:6][CH:5]([O:8][N:9]=[C:21]2[CH2:22][CH2:23][C@@:24]3([CH3:25])[CH:19]([C:18](=[O:30])[CH2:17][C@@H:16]4[C@@H:26]3[CH2:27][CH2:28][C@@:11]3([CH3:10])[C@H:15]4[CH2:14][CH2:13][C:12]3=[O:31])[CH2:20]2)[CH2:4]1. The catalyst class is: 1.